Binary Classification. Given a drug SMILES string, predict its activity (active/inactive) in a high-throughput screening assay against a specified biological target. From a dataset of Cav3 T-type calcium channel HTS with 100,875 compounds. (1) The molecule is Clc1ccc(c2n(nnn2)CCC)cc1. The result is 0 (inactive). (2) The drug is s1c(nnc1N(C)C(=O)c1occc1)C12CC3CC(C2)CC(C1)C3. The result is 0 (inactive). (3) The compound is O(c1cc(CCNc2c3c(ncc2C(OCC)=O)cccc3)ccc1OC)C. The result is 0 (inactive).